This data is from Full USPTO retrosynthesis dataset with 1.9M reactions from patents (1976-2016). The task is: Predict the reactants needed to synthesize the given product. (1) Given the product [C:15]([O:14][C:12]([N:4]([C:12]([O:14][C:15]([CH3:18])([CH3:17])[CH3:16])=[O:13])[C:3]1[CH:5]=[CH:6][C:7]([N+:9]([O-:11])=[O:10])=[CH:8][C:2]=1[Cl:1])=[O:13])([CH3:18])([CH3:17])[CH3:16], predict the reactants needed to synthesize it. The reactants are: [Cl:1][C:2]1[CH:8]=[C:7]([N+:9]([O-:11])=[O:10])[CH:6]=[CH:5][C:3]=1[NH2:4].[C:12](O[C:12]([O:14][C:15]([CH3:18])([CH3:17])[CH3:16])=[O:13])([O:14][C:15]([CH3:18])([CH3:17])[CH3:16])=[O:13]. (2) Given the product [N:41]1[CH:37]=[CH:36][CH:35]=[C:40]([O:58][C:25]2[CH:24]=[C:23]([NH:28][C:10]([C:2]3[NH:1][C:5]4[CH:6]=[CH:7][CH:8]=[CH:9][C:4]=4[N:3]=3)=[O:12])[CH:22]=[CH:27][CH:26]=2)[CH:39]=1, predict the reactants needed to synthesize it. The reactants are: [N:1]1[C:5]2[CH:6]=[CH:7][CH:8]=[CH:9][C:4]=2[NH:3][C:2]=1[C:10]([OH:12])=O.CN(C(ON1N=[N:28][C:23]2[CH:24]=[CH:25][CH:26]=[CH:27][C:22]1=2)=[N+](C)C)C.[B-](F)(F)(F)F.[CH:35]1[CH:36]=[CH:37]C2N(O)N=[N:41][C:39]=2[CH:40]=1.CCN(C(C)C)C(C)C.CN(C=[O:58])C. (3) The reactants are: [CH2:1]([O:8][C:9]1[CH:13]=[C:12]([NH2:14])[N:11]([CH3:15])[N:10]=1)[C:2]1[CH:7]=[CH:6][CH:5]=[CH:4][CH:3]=1.C(N(CC)CC)C.O1CCCC1.Cl[CH2:29][CH2:30][CH2:31][CH2:32][C:33](Cl)=[O:34]. Given the product [CH2:1]([O:8][C:9]1[CH:13]=[C:12]([N:14]2[CH2:29][CH2:30][CH2:31][CH2:32][C:33]2=[O:34])[N:11]([CH3:15])[N:10]=1)[C:2]1[CH:3]=[CH:4][CH:5]=[CH:6][CH:7]=1, predict the reactants needed to synthesize it. (4) Given the product [CH3:17][N:10]([CH2:9][C:8]1[NH:4][N:5]=[C:6]([C:18]([OH:20])=[O:19])[CH:7]=1)[C:11]1[CH:12]=[CH:13][CH:14]=[CH:15][CH:16]=1, predict the reactants needed to synthesize it. The reactants are: C([N:4]1[C:8]([CH2:9][N:10]([CH3:17])[C:11]2[CH:16]=[CH:15][CH:14]=[CH:13][CH:12]=2)=[CH:7][C:6]([C:18]([O:20]CC)=[O:19])=[N:5]1)(=O)C.[Li+].[OH-].Cl. (5) Given the product [CH3:21][C:20]1[C:15]([CH2:14][CH2:13][C:12]2[CH:43]=[CH:44][CH:45]=[CH:46][C:11]=2[CH2:10][C:9]([NH2:8])=[O:47])=[N:16][C:17]([NH:22][C:23]2[CH:42]=[CH:41][C:26]([O:27][CH:28]3[CH2:33][CH2:32][NH:31][CH2:30][CH2:29]3)=[CH:25][CH:24]=2)=[N:18][CH:19]=1, predict the reactants needed to synthesize it. The reactants are: C(O)(C(F)(F)F)=O.[NH2:8][C:9](=[O:47])[CH2:10][C:11]1[CH:46]=[CH:45][CH:44]=[CH:43][C:12]=1[CH2:13][CH2:14][C:15]1[C:20]([CH3:21])=[CH:19][N:18]=[C:17]([NH:22][C:23]2[CH:42]=[CH:41][C:26]([O:27][CH:28]3[CH2:33][CH2:32][N:31](C(OC(C)(C)C)=O)[CH2:30][CH2:29]3)=[CH:25][CH:24]=2)[N:16]=1. (6) Given the product [Cl:17][C:18]1[CH:19]=[CH:20][C:21]([S:24]([C:27]2[C:28]([CH2:35][CH2:36][C:37]([OH:39])=[O:38])=[C:29](/[CH:33]=[C:9]3\[C:10](=[O:16])[NH:11][C:12]4[C:8]\3=[C:7]([CH:4]3[CH2:3][CH2:2][NH:1][CH2:6][CH2:5]3)[CH:15]=[CH:14][CH:13]=4)[NH:30][C:31]=2[CH3:32])(=[O:25])=[O:26])=[CH:22][CH:23]=1, predict the reactants needed to synthesize it. The reactants are: [NH:1]1[CH2:6][CH2:5][CH:4]([C:7]2[CH:15]=[CH:14][CH:13]=[C:12]3[C:8]=2[CH2:9][C:10](=[O:16])[NH:11]3)[CH2:3][CH2:2]1.[Cl:17][C:18]1[CH:23]=[CH:22][C:21]([S:24]([C:27]2[C:28]([CH2:35][CH2:36][C:37]([OH:39])=[O:38])=[C:29]([CH:33]=O)[NH:30][C:31]=2[CH3:32])(=[O:26])=[O:25])=[CH:20][CH:19]=1.N1CCCCC1. (7) Given the product [CH2:1]([O:8][CH2:9][CH2:10][C@@H:11]1[CH2:12][C@H:13]([OH:15])[CH2:14]1)[C:2]1[CH:7]=[CH:6][CH:5]=[CH:4][CH:3]=1, predict the reactants needed to synthesize it. The reactants are: [CH2:1]([O:8][CH2:9][CH2:10][CH:11]1[CH2:14][C:13](=[O:15])[CH2:12]1)[C:2]1[CH:7]=[CH:6][CH:5]=[CH:4][CH:3]=1.CCC(C)[BH-](C(C)CC)C(C)CC.[Li+].